From a dataset of Reaction yield outcomes from USPTO patents with 853,638 reactions. Predict the reaction yield, written as a fraction of the theoretical maximum amount of product (1.0 means a 100% yield; for example, 0.34 means a 34% yield). (1) The product is [Cl:22][C:19]1[C:20]2[O:21][C:11]3[C:10](=[O:23])[N:9]([C@@H:4]([CH2:5][CH:6]([CH3:8])[CH3:7])[C:3]([OH:24])=[O:2])[CH2:13][C:12]=3[CH2:14][C:15]=2[CH:16]=[CH:17][CH:18]=1. The catalyst is O1CCCC1.O. The yield is 0.936. The reactants are C[O:2][C:3](=[O:24])[C@@H:4]([N:9]1[CH2:13][C:12]2[CH2:14][C:15]3[CH:16]=[CH:17][CH:18]=[C:19]([Cl:22])[C:20]=3[O:21][C:11]=2[C:10]1=[O:23])[CH2:5][CH:6]([CH3:8])[CH3:7].O.[OH-].[Li+]. (2) The reactants are [C:1]([C:5]1[CH:10]=[CH:9][C:8]([C:11]2[S:15][CH:14]=[C:13]([C:16](=[N:18][NH:19][C:20]([NH:22][C:23]3[CH:32]=[CH:31][C:26]([C:27]([O:29]C)=[O:28])=[C:25]([N+:33]([O-:35])=[O:34])[CH:24]=3)=[S:21])[CH3:17])[C:12]=2[OH:36])=[CH:7][CH:6]=1)([CH3:4])([CH3:3])[CH3:2].[OH-].[Na+].Cl.O. The catalyst is C(O)(C)C. The product is [C:1]([C:5]1[CH:10]=[CH:9][C:8]([C:11]2[S:15][CH:14]=[C:13]([C:16](=[N:18][NH:19][C:20]([NH:22][C:23]3[CH:32]=[CH:31][C:26]([C:27]([OH:29])=[O:28])=[C:25]([N+:33]([O-:35])=[O:34])[CH:24]=3)=[S:21])[CH3:17])[C:12]=2[OH:36])=[CH:7][CH:6]=1)([CH3:2])([CH3:3])[CH3:4]. The yield is 0.610.